Dataset: Full USPTO retrosynthesis dataset with 1.9M reactions from patents (1976-2016). Task: Predict the reactants needed to synthesize the given product. Given the product [C:1]([O:5][C:6]([N:8]1[CH2:9][CH2:10][CH:11]([C:14](=[O:19])[C:25]2[CH:26]=[CH:27][C:22]([O:21][CH3:20])=[C:23]([CH3:30])[CH:24]=2)[CH2:12][CH2:13]1)=[O:7])([CH3:2])([CH3:3])[CH3:4], predict the reactants needed to synthesize it. The reactants are: [C:1]([O:5][C:6]([N:8]1[CH2:13][CH2:12][CH:11]([C:14](=[O:19])N(OC)C)[CH2:10][CH2:9]1)=[O:7])([CH3:4])([CH3:3])[CH3:2].[CH3:20][O:21][C:22]1[CH:27]=[CH:26][C:25]([Mg]Br)=[CH:24][C:23]=1[CH3:30].[NH4+].[Cl-].